This data is from Full USPTO retrosynthesis dataset with 1.9M reactions from patents (1976-2016). The task is: Predict the reactants needed to synthesize the given product. (1) The reactants are: Cl.[NH2:2][C@@H:3]1[CH2:7][CH2:6][N:5]([C:8]([O:10][CH:11]2[CH:18]3[CH2:19][CH:14]4[CH2:15][CH:16]([CH2:20][CH:12]2[CH2:13]4)[CH2:17]3)=[O:9])[CH2:4]1.Cl[C:22]([O:24][CH:25]([CH3:27])[CH3:26])=[O:23]. Given the product [CH:25]([O:24][C:22]([NH:2][C@@H:3]1[CH2:7][CH2:6][N:5]([C:8]([O:10][CH:11]2[CH:12]3[CH2:13][CH:14]4[CH2:15][CH:16]([CH2:17][CH:18]2[CH2:19]4)[CH2:20]3)=[O:9])[CH2:4]1)=[O:23])([CH3:27])[CH3:26], predict the reactants needed to synthesize it. (2) Given the product [CH3:33][S:34]([N:20]([C:17]1[CH:16]=[CH:15][C:14]([C:13]#[C:12][C:11]2[CH:10]=[N:9][N:8]3[C:3]([C:2]([F:1])([F:31])[F:32])=[CH:4][C:5]([C:21]4[CH:26]=[CH:25][C:24]([C:27]([F:28])([F:29])[F:30])=[CH:23][CH:22]=4)=[N:6][C:7]=23)=[CH:19][N:18]=1)[S:34]([CH3:33])(=[O:36])=[O:35])(=[O:36])=[O:35], predict the reactants needed to synthesize it. The reactants are: [F:1][C:2]([F:32])([F:31])[C:3]1[N:8]2[N:9]=[CH:10][C:11]([C:12]#[C:13][C:14]3[CH:15]=[CH:16][C:17]([NH2:20])=[N:18][CH:19]=3)=[C:7]2[N:6]=[C:5]([C:21]2[CH:26]=[CH:25][C:24]([C:27]([F:30])([F:29])[F:28])=[CH:23][CH:22]=2)[CH:4]=1.[CH3:33][S:34](O[S:34]([CH3:33])(=[O:36])=[O:35])(=[O:36])=[O:35].C(N(CC)CC)C.C([O-])(O)=O.[Na+]. (3) Given the product [C:24]([C:23]1[C:26]([CH3:27])=[CH:4][CH:5]=[CH:6][N:1]=1)#[N:25], predict the reactants needed to synthesize it. The reactants are: [NH:1]1[CH:6]=[CH:5][CH:4]=NC1=O.C(N(CC)CC)C.C(OC(=O)C)(=O)C.O=[C:23]([CH2:26][CH3:27])[C:24]#[N:25].C([O-])(=O)C.[NH4+].[OH-].[Na+].